The task is: Regression. Given two drug SMILES strings and cell line genomic features, predict the synergy score measuring deviation from expected non-interaction effect.. This data is from NCI-60 drug combinations with 297,098 pairs across 59 cell lines. (1) Drug 1: CN(CCCl)CCCl.Cl. Drug 2: C1CN(CCN1C(=O)CCBr)C(=O)CCBr. Cell line: SR. Synergy scores: CSS=81.4, Synergy_ZIP=-0.0950, Synergy_Bliss=-0.147, Synergy_Loewe=-1.91, Synergy_HSA=1.14. (2) Drug 1: CN1CCC(CC1)COC2=C(C=C3C(=C2)N=CN=C3NC4=C(C=C(C=C4)Br)F)OC. Drug 2: CC1=CC=C(C=C1)C2=CC(=NN2C3=CC=C(C=C3)S(=O)(=O)N)C(F)(F)F. Cell line: HT29. Synergy scores: CSS=12.9, Synergy_ZIP=-0.278, Synergy_Bliss=7.63, Synergy_Loewe=1.54, Synergy_HSA=4.91. (3) Drug 1: COC1=CC(=CC(=C1O)OC)C2C3C(COC3=O)C(C4=CC5=C(C=C24)OCO5)OC6C(C(C7C(O6)COC(O7)C8=CC=CS8)O)O. Drug 2: CN(CCCl)CCCl.Cl. Cell line: NCI-H322M. Synergy scores: CSS=3.32, Synergy_ZIP=2.53, Synergy_Bliss=2.53, Synergy_Loewe=-4.47, Synergy_HSA=-0.874. (4) Drug 2: CC1=C(C(=CC=C1)Cl)NC(=O)C2=CN=C(S2)NC3=CC(=NC(=N3)C)N4CCN(CC4)CCO. Synergy scores: CSS=12.2, Synergy_ZIP=-5.97, Synergy_Bliss=1.15, Synergy_Loewe=-3.00, Synergy_HSA=1.33. Drug 1: C1=NC2=C(N1)C(=S)N=C(N2)N. Cell line: A498. (5) Drug 1: CCCCCOC(=O)NC1=NC(=O)N(C=C1F)C2C(C(C(O2)C)O)O. Drug 2: C1CN(P(=O)(OC1)NCCCl)CCCl. Cell line: HT29. Synergy scores: CSS=-1.69, Synergy_ZIP=-0.982, Synergy_Bliss=-1.60, Synergy_Loewe=-2.49, Synergy_HSA=-2.49. (6) Drug 1: C1=C(C(=O)NC(=O)N1)N(CCCl)CCCl. Drug 2: CC1=C(C=C(C=C1)C(=O)NC2=CC(=CC(=C2)C(F)(F)F)N3C=C(N=C3)C)NC4=NC=CC(=N4)C5=CN=CC=C5. Cell line: M14. Synergy scores: CSS=12.1, Synergy_ZIP=4.83, Synergy_Bliss=4.08, Synergy_Loewe=2.29, Synergy_HSA=2.38. (7) Drug 1: CS(=O)(=O)CCNCC1=CC=C(O1)C2=CC3=C(C=C2)N=CN=C3NC4=CC(=C(C=C4)OCC5=CC(=CC=C5)F)Cl. Drug 2: COCCOC1=C(C=C2C(=C1)C(=NC=N2)NC3=CC=CC(=C3)C#C)OCCOC.Cl. Cell line: COLO 205. Synergy scores: CSS=-11.2, Synergy_ZIP=8.57, Synergy_Bliss=2.89, Synergy_Loewe=-12.1, Synergy_HSA=-11.7.